From a dataset of Catalyst prediction with 721,799 reactions and 888 catalyst types from USPTO. Predict which catalyst facilitates the given reaction. (1) Reactant: [Cl:1][C:2]1[CH:10]=[CH:9][CH:8]=[CH:7][C:3]=1[CH2:4][NH:5][NH2:6].[C:11](/[CH:13]=[C:14](/[O-])\[C:15]([O:17][CH2:18][CH3:19])=[O:16])#[N:12].[Na+].FC(F)(F)C(O)=O. Product: [NH2:12][C:11]1[N:5]([CH2:4][C:3]2[CH:7]=[CH:8][CH:9]=[CH:10][C:2]=2[Cl:1])[N:6]=[C:14]([C:15]([O:17][CH2:18][CH3:19])=[O:16])[CH:13]=1. The catalyst class is: 12. (2) Reactant: [CH2:1]([CH:8]1[CH2:13][CH2:12][N:11]([C:14](=[O:18])[C:15]([OH:17])=O)[CH2:10][CH2:9]1)[C:2]1[CH:7]=[CH:6][CH:5]=[CH:4][CH:3]=1.[NH2:19][C:20]1[CH:21]=[C:22]([OH:26])[CH:23]=[CH:24][CH:25]=1. Product: [CH2:1]([CH:8]1[CH2:9][CH2:10][N:11]([C:14](=[O:18])[C:15]([NH:19][C:20]2[CH:25]=[CH:24][CH:23]=[C:22]([OH:26])[CH:21]=2)=[O:17])[CH2:12][CH2:13]1)[C:2]1[CH:3]=[CH:4][CH:5]=[CH:6][CH:7]=1. The catalyst class is: 6.